Predict which catalyst facilitates the given reaction. From a dataset of Catalyst prediction with 721,799 reactions and 888 catalyst types from USPTO. (1) Reactant: C[B-](F)(F)F.[K+].[CH2:7](Cl)Cl.FC(F)(F)S(O[C:16]1[C:25]2[CH2:24][CH2:23][CH2:22][CH2:21][C:20]=2[CH:19]=[C:18]([C:26]([O:28][CH2:29][CH3:30])=[O:27])[CH:17]=1)(=O)=O.O. Product: [CH3:7][C:16]1[C:25]2[CH2:24][CH2:23][CH2:22][CH2:21][C:20]=2[CH:19]=[C:18]([C:26]([O:28][CH2:29][CH3:30])=[O:27])[CH:17]=1. The catalyst class is: 450. (2) Reactant: CC(O)([C:4]#[C:5][C:6]#[C:7][C:8]1[CH:13]=[CH:12][CH:11]=[CH:10][CH:9]=1)C. Product: [C:7]([C:8]1[CH:13]=[CH:12][CH:11]=[CH:10][CH:9]=1)#[C:6][C:5]#[CH:4]. The catalyst class is: 11. (3) Reactant: [CH2:1]([C:4]1[CH:13]=[CH:12][C:7]2[C:8]([CH3:11])=[N:9][O:10][C:6]=2[C:5]=1[OH:14])[CH:2]=[CH2:3].[CH:15]1([CH2:18]Br)[CH2:17][CH2:16]1.C(=O)([O-])[O-].[K+].[K+].CN(C)C=O. Product: [CH2:1]([C:4]1[CH:13]=[CH:12][C:7]2[C:8]([CH3:11])=[N:9][O:10][C:6]=2[C:5]=1[O:14][CH2:18][CH:15]1[CH2:17][CH2:16]1)[CH:2]=[CH2:3]. The catalyst class is: 6. (4) Reactant: [C:1]([CH2:4][O:5][C:6](=[O:14])[C:7]1[CH:12]=[CH:11][C:10]([OH:13])=[CH:9][CH:8]=1)([OH:3])=[O:2].[CH3:15][O:16][C:17](=[O:32])[CH:18]([NH:27][C:28](=[O:31])CO)[CH2:19][C:20]1[CH:25]=[CH:24][C:23]([OH:26])=[CH:22][CH:21]=1.[CH:33]1(N=C=NC2CCCCC2)CCCCC1. Product: [OH:26][C:23]1[CH:24]=[CH:25][C:20]([CH2:19][CH:18]([NH:27][C:28]([CH:4]([O:5][C:6](=[O:14])[C:7]2[CH:12]=[CH:11][C:10]([OH:13])=[CH:9][CH:8]=2)[C:1]([O:3][CH3:33])=[O:2])=[O:31])[C:17]([O:16][CH3:15])=[O:32])=[CH:21][CH:22]=1. The catalyst class is: 4. (5) The catalyst class is: 4. Product: [C:1]([O:5][C:6]([N:8]1[CH2:12][C@@H:11]([C:13]2[CH:14]=[CH:15][CH:16]=[CH:17][CH:18]=2)[C@@H:10]([CH2:19][NH:20][C:33](=[O:34])[C:32]2[CH:36]=[C:37]([C:39]([F:40])([F:41])[F:42])[CH:38]=[C:30]([C:29]([F:28])([F:43])[F:44])[CH:31]=2)[CH2:9]1)=[O:7])([CH3:4])([CH3:3])[CH3:2]. Reactant: [C:1]([O:5][C:6]([N:8]1[CH2:12][C@@H:11]([C:13]2[CH:18]=[CH:17][CH:16]=[CH:15][CH:14]=2)[C@H:10]([CH2:19][NH2:20])[CH2:9]1)=[O:7])([CH3:4])([CH3:3])[CH3:2].C(N(CC)CC)C.[F:28][C:29]([F:44])([F:43])[C:30]1[CH:31]=[C:32]([CH:36]=[C:37]([C:39]([F:42])([F:41])[F:40])[CH:38]=1)[C:33](Cl)=[O:34]. (6) Reactant: [C:1]([O:5][C:6]([N:8]1[CH2:13][CH2:12][O:11][CH:10]([C:14]([OH:16])=O)[CH2:9]1)=[O:7])([CH3:4])([CH3:3])[CH3:2].CCN(C(C)C)C(C)C.CN(C(ON1N=NC2C=CC=NC1=2)=[N+](C)C)C.F[P-](F)(F)(F)(F)F.Cl.[CH2:51]([O:58][C:59](=[O:78])[NH:60][CH2:61][CH2:62][CH2:63][CH2:64][C@H:65]([NH2:77])[C:66]([C:68]1[S:69][C:70]2[CH:76]=[CH:75][CH:74]=[CH:73][C:71]=2[N:72]=1)=[O:67])[C:52]1[CH:57]=[CH:56][CH:55]=[CH:54][CH:53]=1. Product: [C:1]([O:5][C:6]([N:8]1[CH2:13][CH2:12][O:11][CH:10]([C:14](=[O:16])[NH:77][C@H:65]([C:66]([C:68]2[S:69][C:70]3[CH:76]=[CH:75][CH:74]=[CH:73][C:71]=3[N:72]=2)=[O:67])[CH2:64][CH2:63][CH2:62][CH2:61][NH:60][C:59]([O:58][CH2:51][C:52]2[CH:57]=[CH:56][CH:55]=[CH:54][CH:53]=2)=[O:78])[CH2:9]1)=[O:7])([CH3:2])([CH3:3])[CH3:4]. The catalyst class is: 1. (7) Reactant: [N:1]1[CH:6]=[CH:5][CH:4]=[C:3]2[C:7](=O)[C:8]3[C:13]([C:2]=12)=[CH:12][CH:11]=[CH:10][CH:9]=3.O.NN. Product: [N:1]1[CH:6]=[CH:5][CH:4]=[C:3]2[CH2:7][C:8]3[C:13]([C:2]=12)=[CH:12][CH:11]=[CH:10][CH:9]=3. The catalyst class is: 831. (8) Reactant: [Br:1][C:2]1[CH:3]=[C:4]2[C:9](=[CH:10][CH:11]=1)[N:8]=[CH:7][C:6]([C:12]([OH:14])=O)=[CH:5]2.CN1CCOCC1.ClC1N=C(OC)N=C(OC)N=1.Cl.[CH3:34][NH:35][O:36][CH3:37]. Product: [Br:1][C:2]1[CH:3]=[C:4]2[C:9](=[CH:10][CH:11]=1)[N:8]=[CH:7][C:6]([C:12]([N:35]([O:36][CH3:37])[CH3:34])=[O:14])=[CH:5]2. The catalyst class is: 90.